Dataset: Full USPTO retrosynthesis dataset with 1.9M reactions from patents (1976-2016). Task: Predict the reactants needed to synthesize the given product. (1) The reactants are: [Br:1][C:2]1[C:3]([N:19]2[CH2:24][CH2:23][CH2:22][C@@H:21]([NH:25]C(=O)OC(C)(C)C)[CH2:20]2)=[C:4]2[C:10]([NH:11][C:12]([CH:14]3[CH2:18][CH2:17][O:16][CH2:15]3)=[O:13])=[CH:9][NH:8][C:5]2=[N:6][CH:7]=1.[ClH:33]. Given the product [ClH:33].[NH2:25][C@@H:21]1[CH2:22][CH2:23][CH2:24][N:19]([C:3]2[C:2]([Br:1])=[CH:7][N:6]=[C:5]3[NH:8][CH:9]=[C:10]([NH:11][C:12]([CH:14]4[CH2:18][CH2:17][O:16][CH2:15]4)=[O:13])[C:4]=23)[CH2:20]1, predict the reactants needed to synthesize it. (2) Given the product [C:21]([C:24]1[S:25][C:26]([O:20][C:4]2[CH:3]=[C:2]([Cl:1])[C:10]3[O:9][CH:8]([CH2:11][NH:12][C:13](=[O:19])[O:14][C:15]([CH3:17])([CH3:16])[CH3:18])[CH2:7][C:6]=3[CH:5]=2)=[CH:27][CH:28]=1)(=[O:23])[CH3:22], predict the reactants needed to synthesize it. The reactants are: [Cl:1][C:2]1[C:10]2[O:9][CH:8]([CH2:11][NH:12][C:13](=[O:19])[O:14][C:15]([CH3:18])([CH3:17])[CH3:16])[CH2:7][C:6]=2[CH:5]=[C:4]([OH:20])[CH:3]=1.[C:21]([C:24]1[S:25][C:26](Br)=[CH:27][CH:28]=1)(=[O:23])[CH3:22].C(=O)([O-])[O-].[K+].[K+].O. (3) Given the product [CH3:5][C:4]([CH3:1])([CH2:6][N:9]([CH3:10])[CH3:8])[CH:3]=[O:7], predict the reactants needed to synthesize it. The reactants are: [CH2:1]=O.[CH:3](=[O:7])[CH:4]([CH3:6])[CH3:5].[CH3:8][NH:9][CH3:10]. (4) Given the product [CH:1]1([N:7]2[C:12]([OH:13])=[C:11]([C:14]([NH:16][CH2:17][C:18]([OH:20])=[O:19])=[O:15])[C:10](=[O:23])[N:9]([CH2:24][C:25]3[CH:30]=[CH:29][C:28]([CH2:31][CH3:32])=[CH:27][CH:26]=3)[C:8]2=[O:33])[CH2:6][CH2:5][CH2:4][CH2:3][CH2:2]1, predict the reactants needed to synthesize it. The reactants are: [CH:1]1([N:7]2[C:12]([OH:13])=[C:11]([C:14]([NH:16][CH2:17][C:18]([O:20]CC)=[O:19])=[O:15])[C:10](=[O:23])[N:9]([CH2:24][C:25]3[CH:30]=[CH:29][C:28]([CH2:31][CH3:32])=[CH:27][CH:26]=3)[C:8]2=[O:33])[CH2:6][CH2:5][CH2:4][CH2:3][CH2:2]1.[OH-].[Na+]. (5) Given the product [CH3:46][O:45][C:39]1[CH:38]=[CH:37][C:36]([C:23]2[CH:24]=[C:25]3[C:20](=[CH:21][CH:22]=2)[N:19]=[CH:18][N:17]=[C:16]3[C:12]2[CH:13]=[CH:14][CH:15]=[C:10]([C:8]([N:5]3[CH2:6][CH2:7][N:2]([CH3:1])[CH2:3][CH2:4]3)=[O:9])[CH:11]=2)=[CH:44][C:40]=1[C:41]([OH:43])=[O:42], predict the reactants needed to synthesize it. The reactants are: [CH3:1][N:2]1[CH2:7][CH2:6][N:5]([C:8]([C:10]2[CH:15]=[CH:14][CH:13]=[C:12]([C:16]3[C:25]4[C:20](=[CH:21][CH:22]=[C:23](B5OC(C)(C)C(C)(C)O5)[CH:24]=4)[N:19]=[CH:18][N:17]=3)[CH:11]=2)=[O:9])[CH2:4][CH2:3]1.Br[C:36]1[CH:37]=[CH:38][C:39]([O:45][CH3:46])=[C:40]([CH:44]=1)[C:41]([OH:43])=[O:42].COCCOC.C([O-])([O-])=O.[Na+].[Na+].